Task: Predict the product of the given reaction.. Dataset: Forward reaction prediction with 1.9M reactions from USPTO patents (1976-2016) (1) Given the reactants C(OC(=O)C1C=CC=C(NC(OCC=C)=O)C=1)C.[Cl:19][C:20]1[N:25]=[C:24]([CH2:26][C:27]([C:29]2[CH:30]=[C:31]([NH:35][C:36](=[O:41])[O:37][CH2:38][CH:39]=[CH2:40])[CH:32]=[CH:33][CH:34]=2)=[O:28])[CH:23]=[CH:22][N:21]=1.ClC1N=C(C)C=CN=1, predict the reaction product. The product is: [Cl:19][C:20]1[N:25]=[C:24]([CH2:26][C:27]([C:29]2[CH:30]=[C:31]([NH:35][C:36](=[O:41])[O:37][CH2:38][CH:39]=[CH2:40])[CH:32]=[CH:33][CH:34]=2)=[O:28])[CH:23]=[CH:22][N:21]=1. (2) Given the reactants [CH2:1]([N:8]1[CH2:13][CH2:12][C:11]([O:17][CH2:18][CH3:19])([O:14][CH2:15][CH3:16])[CH:10]([NH:20][C:21]([C:23]2[C:31]3[C:26](=[CH:27][C:28]([C:32]4[CH:37]=[C:36]([F:38])[C:35]([O:39]COCC[Si](C)(C)C)=[CH:34][C:33]=4[CH2:48][CH3:49])=[CH:29][CH:30]=3)[N:25]([CH:50]3[CH2:55][CH2:54][CH2:53][CH2:52][O:51]3)[N:24]=2)=[NH:22])[CH2:9]1)[C:2]1[CH:7]=[CH:6][CH:5]=[CH:4][CH:3]=1.Cl.C(=O)([O-])O.[Na+], predict the reaction product. The product is: [CH2:1]([N:8]1[CH2:13][CH2:12][C:11]([O:17][CH2:18][CH3:19])([O:14][CH2:15][CH3:16])[CH:10]([NH:20][C:21]([C:23]2[C:31]3[C:26](=[CH:27][C:28]([C:32]4[CH:37]=[C:36]([F:38])[C:35]([OH:39])=[CH:34][C:33]=4[CH2:48][CH3:49])=[CH:29][CH:30]=3)[N:25]([CH:50]3[CH2:55][CH2:54][CH2:53][CH2:52][O:51]3)[N:24]=2)=[NH:22])[CH2:9]1)[C:2]1[CH:3]=[CH:4][CH:5]=[CH:6][CH:7]=1. (3) Given the reactants [NH2:1][C:2]1[CH:7]=[CH:6][C:5]([C:8]2[N:13]3[N:14]=[C:15]([NH:17][C:18]4[CH:19]=[N:20][C:21]([CH3:24])=[CH:22][CH:23]=4)[N:16]=[C:12]3[CH:11]=[CH:10][CH:9]=2)=[CH:4][C:3]=1[N+:25]([O-])=O.[Cl-].[NH4+], predict the reaction product. The product is: [CH3:24][C:21]1[N:20]=[CH:19][C:18]([NH:17][C:15]2[N:16]=[C:12]3[CH:11]=[CH:10][CH:9]=[C:8]([C:5]4[CH:4]=[C:3]([NH2:25])[C:2]([NH2:1])=[CH:7][CH:6]=4)[N:13]3[N:14]=2)=[CH:23][CH:22]=1. (4) Given the reactants [CH3:1][C:2]1[N:3]=[C:4]([C:21](O)=[O:22])[S:5][C:6]=1[CH2:7][C:8]1[CH:13]=[CH:12][CH:11]=[C:10]([N:14]2[CH2:19][CH2:18][N:17]([CH3:20])[CH2:16][CH2:15]2)[CH:9]=1.[NH2:24][CH:25]([C:28]1[CH:33]=[CH:32][CH:31]=[CH:30][CH:29]=1)[CH2:26][OH:27].CCN=C=NCCCN(C)C.Cl.C1C=CC2N(O)N=NC=2C=1, predict the reaction product. The product is: [OH:27][CH2:26][CH:25]([NH:24][C:21]([C:4]1[S:5][C:6]([CH2:7][C:8]2[CH:13]=[CH:12][CH:11]=[C:10]([N:14]3[CH2:19][CH2:18][N:17]([CH3:20])[CH2:16][CH2:15]3)[CH:9]=2)=[C:2]([CH3:1])[N:3]=1)=[O:22])[C:28]1[CH:33]=[CH:32][CH:31]=[CH:30][CH:29]=1.